From a dataset of Forward reaction prediction with 1.9M reactions from USPTO patents (1976-2016). Predict the product of the given reaction. Given the reactants [NH2:1][C:2]1[CH:7]=[CH:6][CH:5]=[CH:4][N:3]=1.[H-].[K+].Br[CH2:11][CH2:12][CH2:13][C:14]#[N:15].[CH3:16]N(C=O)C, predict the reaction product. The product is: [N:3]1[CH:4]=[CH:5][CH:6]=[CH:7][C:2]=1[NH:1][CH2:16][CH2:11][CH2:12][CH2:13][C:14]#[N:15].